Dataset: Catalyst prediction with 721,799 reactions and 888 catalyst types from USPTO. Task: Predict which catalyst facilitates the given reaction. (1) Reactant: [CH3:1][O:2][C:3]1[CH:8]=[C:7]([CH3:9])[C:6]([S:10]([N:13]([CH2:15][C:16]2[O:20][C:19]([C:21]([O:23]C)=O)=[N:18][N:17]=2)[CH3:14])(=[O:12])=[O:11])=[C:5]([CH3:25])[CH:4]=1.[CH3:26][NH:27][CH2:28][C:29]1[S:30][CH:31]=[C:32]([CH2:34][N:35]2[CH2:39][CH2:38][CH2:37][CH2:36]2)[N:33]=1.C[Al](C)C. Product: [CH3:1][O:2][C:3]1[CH:8]=[C:7]([CH3:9])[C:6]([S:10]([N:13]([CH2:15][C:16]2[O:20][C:19]([C:21]([N:27]([CH3:26])[CH2:28][C:29]3[S:30][CH:31]=[C:32]([CH2:34][N:35]4[CH2:39][CH2:38][CH2:37][CH2:36]4)[N:33]=3)=[O:23])=[N:18][N:17]=2)[CH3:14])(=[O:12])=[O:11])=[C:5]([CH3:25])[CH:4]=1. The catalyst class is: 26. (2) Reactant: C(OC([NH:8][CH2:9][CH2:10][CH:11]1[CH2:15][CH2:14][NH:13][CH2:12]1)=O)(C)(C)C.[CH2:16]([O:23][C:24]([NH:26][C:27](=[NH:30])SC)=[O:25])[C:17]1[CH:22]=[CH:21][CH:20]=[CH:19][CH:18]=1.OS([O-])(=O)=O.[K+]. Product: [CH2:16]([O:23][C:24]([NH:26][C:27]([N:13]1[CH2:14][CH2:15][CH:11]([CH2:10][CH2:9][NH2:8])[CH2:12]1)=[NH:30])=[O:25])[C:17]1[CH:22]=[CH:21][CH:20]=[CH:19][CH:18]=1. The catalyst class is: 11. (3) Reactant: [NH2:1][C:2]1[CH:3]=[C:4]([C:17]2[C:18]([C:24]([OH:26])=[O:25])=[C:19]([CH3:23])[CH:20]=[CH:21][CH:22]=2)[CH:5]=[CH:6][C:7]=1[N:8]([CH2:13][CH:14]([CH3:16])[CH3:15])[CH2:9][CH:10]([CH3:12])[CH3:11].[N:27]([C:30]1[CH:35]=[CH:34][C:33]([O:36][C:37]([F:40])([F:39])[F:38])=[CH:32][CH:31]=1)=[C:28]=[O:29]. Product: [CH2:13]([N:8]([CH2:9][CH:10]([CH3:12])[CH3:11])[C:7]1[CH:6]=[CH:5][C:4]([C:17]2[C:18]([C:24]([OH:26])=[O:25])=[C:19]([CH3:23])[CH:20]=[CH:21][CH:22]=2)=[CH:3][C:2]=1[NH:1][C:28]([NH:27][C:30]1[CH:35]=[CH:34][C:33]([O:36][C:37]([F:38])([F:39])[F:40])=[CH:32][CH:31]=1)=[O:29])[CH:14]([CH3:15])[CH3:16]. The catalyst class is: 3. (4) Reactant: [CH:1]1([C:7]2[CH:32]=[CH:31][C:10]([CH2:11][O:12][C:13]3[CH:14]=[C:15]4[C:19](=[CH:20][CH:21]=3)[N:18]([C:22](=[O:30])[CH2:23][NH:24][CH2:25][CH2:26][C:27]([OH:29])=[O:28])[CH2:17][CH2:16]4)=[CH:9][C:8]=2[C:33]([F:36])([F:35])[F:34])[CH2:6][CH2:5][CH2:4][CH2:3][CH2:2]1.C=O.C([BH3-])#N.[Na+].C(=O)(O)[O-].[Na+].[C:48](O)(=O)[CH3:49]. Product: [CH:1]1([C:7]2[CH:32]=[CH:31][C:10]([CH2:11][O:12][C:13]3[CH:14]=[C:15]4[C:19](=[CH:20][CH:21]=3)[N:18]([C:22](=[O:30])[CH2:23][N:24]([CH2:25][CH2:26][C:27]([OH:29])=[O:28])[CH2:48][CH3:49])[CH2:17][CH2:16]4)=[CH:9][C:8]=2[C:33]([F:36])([F:34])[F:35])[CH2:6][CH2:5][CH2:4][CH2:3][CH2:2]1. The catalyst class is: 5.